Predict the product of the given reaction. From a dataset of Forward reaction prediction with 1.9M reactions from USPTO patents (1976-2016). Given the reactants [Cl:1][C:2]1[CH:3]=[C:4]2[C:9](=[CH:10][CH:11]=1)[N:8]=[C:7]([NH:12][C:13](=[O:17])OCC)[C:6]([O:18][CH3:19])=[N:5]2.[CH3:20][C:21]1[CH:22]=[C:23]([N:28]2[CH2:33][CH2:32][NH:31][CH2:30][CH2:29]2)[CH:24]=[C:25]([CH3:27])[CH:26]=1, predict the reaction product. The product is: [Cl:1][C:2]1[CH:3]=[C:4]2[C:9](=[CH:10][CH:11]=1)[N:8]=[C:7]([NH:12][C:13]([N:31]1[CH2:32][CH2:33][N:28]([C:23]3[CH:24]=[C:25]([CH3:27])[CH:26]=[C:21]([CH3:20])[CH:22]=3)[CH2:29][CH2:30]1)=[O:17])[C:6]([O:18][CH3:19])=[N:5]2.